From a dataset of Full USPTO retrosynthesis dataset with 1.9M reactions from patents (1976-2016). Predict the reactants needed to synthesize the given product. (1) Given the product [NH2:14][C:12]1[S:13][C:9]([C@@H:8]([C:3]2[CH:4]=[CH:5][CH:6]=[CH:7][C:2]=2[Cl:1])[NH:23][S@@:24]([C:26]([CH3:29])([CH3:27])[CH3:28])=[O:25])=[C:10]([CH3:22])[N:11]=1.[NH2:14][C:12]1[S:13][C:9]([C@H:8]([C:3]2[CH:4]=[CH:5][CH:6]=[CH:7][C:2]=2[Cl:1])[NH:23][S@@:24]([C:26]([CH3:29])([CH3:27])[CH3:28])=[O:25])=[C:10]([CH3:22])[N:11]=1, predict the reactants needed to synthesize it. The reactants are: [Cl:1][C:2]1[CH:7]=[CH:6][CH:5]=[CH:4][C:3]=1[C@@H:8]([NH:23][S:24]([C:26]([CH3:29])([CH3:28])[CH3:27])=[O:25])[C:9]1[S:13][C:12]([NH:14]C(=O)OC(C)(C)C)=[N:11][C:10]=1[CH3:22].C(O)(C(F)(F)F)=O. (2) The reactants are: [Cl:1][C:2]1[CH:7]=[C:6]([O:8][CH:9]([CH3:11])[CH3:10])[CH:5]=[CH:4][C:3]=1[CH3:12].[Br:13]N1C(=O)CCC1=O. Given the product [Br:13][CH2:12][C:3]1[CH:4]=[CH:5][C:6]([O:8][CH:9]([CH3:10])[CH3:11])=[CH:7][C:2]=1[Cl:1], predict the reactants needed to synthesize it. (3) Given the product [C:1]([C:3]1[CH:11]=[CH:10][C:6]([C:7]([O:13][CH3:12])=[O:8])=[CH:5][CH:4]=1)#[CH:2], predict the reactants needed to synthesize it. The reactants are: [C:1]([C:3]1[CH:11]=[CH:10][C:6]([C:7](Cl)=[O:8])=[CH:5][CH:4]=1)#[CH:2].[CH3:12][OH:13]. (4) Given the product [Br:22][C:12]1[C:11]([CH3:14])=[CH:10][C:9]([O:15][CH2:16][CH2:17][CH2:18][CH2:19][CH2:20][CH3:21])=[C:8]([O:7][CH2:1][CH2:2][CH2:3][CH2:4][CH2:5][CH3:6])[CH:13]=1, predict the reactants needed to synthesize it. The reactants are: [CH2:1]([O:7][C:8]1[CH:13]=[CH:12][C:11]([CH3:14])=[CH:10][C:9]=1[O:15][CH2:16][CH2:17][CH2:18][CH2:19][CH2:20][CH3:21])[CH2:2][CH2:3][CH2:4][CH2:5][CH3:6].[Br:22]Br.O. (5) Given the product [Cl:21][C:16]1[CH:15]=[C:14]([NH:13][C:11]2[O:12][C:8]([CH2:7][O:6][C:5]3[CH:22]=[CH:23][C:2]([NH:1][C:25](=[O:26])[O:27][CH:28]([CH3:30])[CH3:29])=[CH:3][CH:4]=3)=[N:9][N:10]=2)[CH:19]=[CH:18][C:17]=1[Cl:20], predict the reactants needed to synthesize it. The reactants are: [NH2:1][C:2]1[CH:23]=[CH:22][C:5]([O:6][CH2:7][C:8]2[O:12][C:11]([NH:13][C:14]3[CH:19]=[CH:18][C:17]([Cl:20])=[C:16]([Cl:21])[CH:15]=3)=[N:10][N:9]=2)=[CH:4][CH:3]=1.Cl[C:25]([O:27][CH:28]([CH3:30])[CH3:29])=[O:26].